From a dataset of Full USPTO retrosynthesis dataset with 1.9M reactions from patents (1976-2016). Predict the reactants needed to synthesize the given product. (1) Given the product [Cl:1][C:2]1[C:3]([C:9]2[CH:14]=[CH:13][CH:12]=[C:11]([NH:15][CH2:16][C:17]3[CH:22]=[CH:21][CH:20]=[C:19]([F:23])[CH:18]=3)[N:10]=2)=[CH:4][C:5]([NH:31][C@@H:32]2[CH2:33][CH2:38][C@H:37]([C:54]([N:45]([CH3:46])[CH3:44])=[O:57])[CH2:36]2)=[N:6][CH:7]=1, predict the reactants needed to synthesize it. The reactants are: [Cl:1][C:2]1[C:3]([C:9]2[CH:14]=[CH:13][CH:12]=[C:11]([NH:15][CH2:16][C:17]3[CH:22]=[CH:21][CH:20]=[C:19]([F:23])[CH:18]=3)[N:10]=2)=[CH:4][C:5](F)=[N:6][CH:7]=1.BrC1N=C([NH:31][CH2:32][C:33]2[CH:38]=[CH:37][CH:36]=C(F)C=2)C=CC=1.ClC1C(B(O)O)=C[C:44](F)=[N:45][CH:46]=1.C(Cl)Cl.[C:54](=[O:57])([O-])[O-].[Na+].[Na+]. (2) Given the product [F:3][C:4]1[CH:5]=[C:6]([S:10][C:11]2[CH:12]=[C:13]3[C:18](=[CH:19][CH:20]=2)[C@H:17]([C:21]([NH2:23])=[O:22])[CH2:16][CH2:15][CH2:14]3)[CH:7]=[CH:8][CH:9]=1, predict the reactants needed to synthesize it. The reactants are: O=O.[F:3][C:4]1[CH:5]=[C:6]([S:10][C:11]2[CH:12]=[C:13]3[C:18](=[CH:19][CH:20]=2)[C:17]([C:21]([NH2:23])=[O:22])=[CH:16][CH2:15][CH2:14]3)[CH:7]=[CH:8][CH:9]=1.[H][H]. (3) Given the product [CH2:16]([O:24][C:25]1[CH:30]=[CH:29][C:28]([C:2]2[CH:3]=[CH:4][C:5]3[NH:6][C:7]4[C:12]([C:13]=3[CH:14]=2)=[CH:11][C:10]([C:2]2[CH:3]=[CH:4][C:5]([O:37][CH2:34][CH2:9][CH2:8][CH2:7][CH2:12][CH2:11][CH2:39][CH3:40])=[CH:13][CH:14]=2)=[CH:9][CH:8]=4)=[CH:27][CH:26]=1)[CH2:17][CH2:18][CH2:19][CH2:20][CH2:21][CH2:22][CH3:23], predict the reactants needed to synthesize it. The reactants are: Br[C:2]1[CH:3]=[CH:4][C:5]2[NH:6][C:7]3[C:12]([C:13]=2[CH:14]=1)=[CH:11][C:10](Br)=[CH:9][CH:8]=3.[CH2:16]([O:24][C:25]1[CH:30]=[CH:29][C:28](B(O)O)=[CH:27][CH:26]=1)[CH2:17][CH2:18][CH2:19][CH2:20][CH2:21][CH2:22][CH3:23].[C:34]([O-:37])(O)=O.[Na+].[CH2:39](O)[CH3:40]. (4) Given the product [C:15]([O:21][CH2:22][N:23]1[C:27]2[N:28]=[C:29]([NH:5][C:4]3[CH:3]=[C:2]([F:1])[C:8]([O:9][CH2:10][CH2:11][O:12][CH3:13])=[C:7]([F:14])[CH:6]=3)[N:30]=[C:31]([O:32][C:33]3[CH:38]=[CH:37][CH:36]=[C:35]([N+:39]([O-:41])=[O:40])[CH:34]=3)[C:26]=2[CH:25]=[CH:24]1)(=[O:20])[C:16]([CH3:19])([CH3:18])[CH3:17], predict the reactants needed to synthesize it. The reactants are: [F:1][C:2]1[CH:3]=[C:4]([CH:6]=[C:7]([F:14])[C:8]=1[O:9][CH2:10][CH2:11][O:12][CH3:13])[NH2:5].[C:15]([O:21][CH2:22][N:23]1[C:27]2[N:28]=[C:29](NC3C=C4C(=CC=3)N(CCOC)CC4)[N:30]=[C:31]([O:32][C:33]3[CH:38]=[CH:37][CH:36]=[C:35]([N+:39]([O-:41])=[O:40])[CH:34]=3)[C:26]=2[CH:25]=[CH:24]1)(=[O:20])[C:16]([CH3:19])([CH3:18])[CH3:17].C([O-])([O-])=O.[K+].[K+].CC(O)(C)C. (5) The reactants are: [CH2:1]([OH:3])[CH3:2].[C:4]([OH:10])(=[O:9])[C:5](C)(C)C.O.[C:12]1(C)C=CC(S(O)(=O)=O)=C[CH:13]=1.C(N(CC)CC)C. Given the product [C:1]([CH2:5][C:4]([O:10][CH2:12][CH3:13])=[O:9])(=[O:3])[CH3:2], predict the reactants needed to synthesize it. (6) Given the product [Br:1][C:2]1[CH:3]=[N:4][N:5]([CH3:25])[C:6]=1[C:7]1[CH:12]=[C:11]([NH2:13])[CH:10]=[CH:9][C:8]=1[O:16][CH2:17][C:18]1[CH:23]=[CH:22][C:21]([Cl:24])=[CH:20][CH:19]=1.[NH2:13][C:11]1[CH:12]=[CH:7][CH:8]=[CH:9][CH:10]=1, predict the reactants needed to synthesize it. The reactants are: [Br:1][C:2]1[CH:3]=[N:4][N:5]([CH3:25])[C:6]=1[C:7]1[CH:12]=[C:11]([N+:13]([O-])=O)[CH:10]=[CH:9][C:8]=1[O:16][CH2:17][C:18]1[CH:23]=[CH:22][C:21]([Cl:24])=[CH:20][CH:19]=1.O.O.Cl[Sn]Cl. (7) Given the product [Cl:13][C:14]1[N:15]=[C:16]([N:25]2[CH2:26][CH2:27][O:28][CH2:29][CH2:30]2)[C:17]2[S:22][C:21]([CH2:23][N:9]3[CH2:8][CH2:7][C:6]([C:2]4[S:1][CH:5]=[CH:4][N:3]=4)([OH:12])[CH2:11][CH2:10]3)=[CH:20][C:18]=2[N:19]=1, predict the reactants needed to synthesize it. The reactants are: [S:1]1[CH:5]=[CH:4][N:3]=[C:2]1[C:6]1([OH:12])[CH2:11][CH2:10][NH:9][CH2:8][CH2:7]1.[Cl:13][C:14]1[N:15]=[C:16]([N:25]2[CH2:30][CH2:29][O:28][CH2:27][CH2:26]2)[C:17]2[S:22][C:21]([CH:23]=O)=[CH:20][C:18]=2[N:19]=1.